This data is from Forward reaction prediction with 1.9M reactions from USPTO patents (1976-2016). The task is: Predict the product of the given reaction. (1) Given the reactants Cl[C:2]1[CH:7]=[N:6][CH:5]=[C:4]([Cl:8])[N:3]=1.O[C:10]1[C:19]2[C:14](=[CH:15][CH:16]=[CH:17][CH:18]=2)[CH:13]=[N:12][CH:11]=1.CC[O:22]C(C)=O, predict the reaction product. The product is: [Cl:8][C:4]1[CH:5]=[N:6][CH:7]=[C:2]([O:22][C:18]2[C:19]3[CH:10]=[CH:11][N:12]=[CH:13][C:14]=3[CH:15]=[CH:16][CH:17]=2)[N:3]=1. (2) Given the reactants [Cl:1][C:2]1[CH:3]=[C:4]([C:12]2[O:16][N:15]=[C:14]([C:17]3[C:18]([CH3:34])=[C:19]4[C:24](=[CH:25][CH:26]=3)[CH2:23][N:22](C(OC(C)(C)C)=O)[CH2:21][CH2:20]4)[N:13]=2)[CH:5]=[N:6][C:7]=1[O:8][CH:9]([CH3:11])[CH3:10].FC(F)(F)C(O)=O, predict the reaction product. The product is: [Cl:1][C:2]1[CH:3]=[C:4]([C:12]2[O:16][N:15]=[C:14]([C:17]3[C:18]([CH3:34])=[C:19]4[C:24](=[CH:25][CH:26]=3)[CH2:23][NH:22][CH2:21][CH2:20]4)[N:13]=2)[CH:5]=[N:6][C:7]=1[O:8][CH:9]([CH3:10])[CH3:11].